Dataset: Forward reaction prediction with 1.9M reactions from USPTO patents (1976-2016). Task: Predict the product of the given reaction. (1) Given the reactants Br[CH2:2][C:3]([C:5]1[CH:14]=[CH:13][C:12]2[C:7](=[CH:8][CH:9]=[CH:10][CH:11]=2)[CH:6]=1)=[O:4].[SH:15][CH2:16][CH2:17][CH2:18][CH2:19][C:20]([OH:22])=[O:21].C(=O)([O-])[O-].[K+].[K+], predict the reaction product. The product is: [CH:6]1[C:7]2[C:12](=[CH:11][CH:10]=[CH:9][CH:8]=2)[CH:13]=[CH:14][C:5]=1[C:3]([CH2:2][S:15][CH2:16][CH2:17][CH2:18][CH2:19][C:20]([OH:22])=[O:21])=[O:4]. (2) Given the reactants B(Br)(Br)Br.[F:5][C:6]1[C:7]([C:27]2[CH:32]=[CH:31][CH:30]=[CH:29][CH:28]=2)=[C:8]([O:25]C)[C:9](=[O:24])[N:10]([CH2:12][CH2:13][C@@:14]([CH3:23])([S:19]([CH3:22])(=[O:21])=[O:20])[C:15]([NH:17][OH:18])=[O:16])[CH:11]=1, predict the reaction product. The product is: [F:5][C:6]1[C:7]([C:27]2[CH:28]=[CH:29][CH:30]=[CH:31][CH:32]=2)=[C:8]([OH:25])[C:9](=[O:24])[N:10]([CH2:12][CH2:13][C@@:14]([CH3:23])([S:19]([CH3:22])(=[O:21])=[O:20])[C:15]([NH:17][OH:18])=[O:16])[CH:11]=1. (3) Given the reactants [C:1]([C:5]1[CH:10]=[CH:9][C:8]([C:11]2[CH:12]=[CH:13][CH:14]=[C:15]3[C:19]=2[C:18](=O)[CH:17]([CH2:21][C:22]24[CH2:31][CH:26]5[CH2:27][CH:28]([CH2:30][CH:24]([CH2:25]5)[CH2:23]2)[CH2:29]4)[CH2:16]3)=[CH:7][CH:6]=1)([CH3:4])([CH3:3])[CH3:2].[BH4-].[Na+].CO.S(=O)(=O)(O)O, predict the reaction product. The product is: [C:1]([C:5]1[CH:10]=[CH:9][C:8]([C:11]2[CH:12]=[CH:13][CH:14]=[C:15]3[C:19]=2[CH:18]=[C:17]([CH2:21][C:22]24[CH2:23][CH:24]5[CH2:30][CH:28]([CH2:27][CH:26]([CH2:25]5)[CH2:31]2)[CH2:29]4)[CH2:16]3)=[CH:7][CH:6]=1)([CH3:4])([CH3:2])[CH3:3]. (4) Given the reactants [Cl:1]C1C=C(S(C2C=NC3C(C=2Cl)=CC(Cl)=CC=3)(=O)=O)C=CC=1.[Cl:23][C:24]1[CH:29]=[CH:28][C:27]([S:30]([C:33]2[CH:34]=[N:35][C:36]3[C:41]([C:42]=2[Cl:43])=[CH:40][CH:39]=[CH:38][C:37]=3Cl)(=[O:32])=[O:31])=[CH:26][CH:25]=1.ClC1C2C(=CC=C(C#N)C=2)N=CC=1S(C1C=CC(F)=CC=1)(=O)=O.ClC1C2C(=CC=C(F)C=2)N=CC=1S(C1C=CC(Cl)=CC=1)(=O)=O, predict the reaction product. The product is: [Cl:23][C:24]1[CH:29]=[CH:28][C:27]([S:30]([C:33]2[CH:34]=[N:35][C:36]3[C:41]([C:42]=2[Cl:43])=[CH:40][CH:39]=[C:38]([Cl:1])[CH:37]=3)(=[O:32])=[O:31])=[CH:26][CH:25]=1. (5) Given the reactants [Cl:1][C:2]1[CH:7]=[CH:6][C:5]([C@H:8]2[N:15]3[C:11]([S:12][C:13]([C:19]([N:21]4[C@H:28]([CH2:29][CH3:30])[CH2:27][CH2:26][C@H:22]4[C:23](O)=[O:24])=[O:20])=[C:14]3[CH:16]([CH3:18])[CH3:17])=[N:10][C@:9]2([C:32]2[CH:37]=[CH:36][C:35]([Cl:38])=[CH:34][CH:33]=2)[CH3:31])=[CH:4][CH:3]=1.[C:39]([N:42]1[CH2:47][CH2:46][NH:45][CH2:44][CH2:43]1)(=[O:41])[CH3:40], predict the reaction product. The product is: [C:39]([N:42]1[CH2:47][CH2:46][N:45]([C:23]([C@@H:22]2[CH2:26][CH2:27][C@@H:28]([CH2:29][CH3:30])[N:21]2[C:19]([C:13]2[S:12][C:11]3=[N:10][C@:9]([C:32]4[CH:33]=[CH:34][C:35]([Cl:38])=[CH:36][CH:37]=4)([CH3:31])[C@@H:8]([C:5]4[CH:6]=[CH:7][C:2]([Cl:1])=[CH:3][CH:4]=4)[N:15]3[C:14]=2[CH:16]([CH3:17])[CH3:18])=[O:20])=[O:24])[CH2:44][CH2:43]1)(=[O:41])[CH3:40]. (6) Given the reactants [NH2:1][C:2]1[CH:7]=[C:6]([O:8][C:9]2[CH:10]=[C:11]([CH2:15][CH2:16][C:17]([O:19][CH3:20])=[O:18])[CH:12]=[CH:13][CH:14]=2)[CH:5]=[CH:4][N:3]=1.[C:21](OC(=O)C)(=[O:23])[CH3:22], predict the reaction product. The product is: [C:21]([NH:1][C:2]1[CH:7]=[C:6]([O:8][C:9]2[CH:10]=[C:11]([CH2:15][CH2:16][C:17]([O:19][CH3:20])=[O:18])[CH:12]=[CH:13][CH:14]=2)[CH:5]=[CH:4][N:3]=1)(=[O:23])[CH3:22].